This data is from Peptide-MHC class II binding affinity with 134,281 pairs from IEDB. The task is: Regression. Given a peptide amino acid sequence and an MHC pseudo amino acid sequence, predict their binding affinity value. This is MHC class II binding data. The peptide sequence is VPEKYTIGATYAPEE. The MHC is HLA-DPA10103-DPB10301 with pseudo-sequence HLA-DPA10103-DPB10301. The binding affinity (normalized) is 0.151.